From a dataset of Full USPTO retrosynthesis dataset with 1.9M reactions from patents (1976-2016). Predict the reactants needed to synthesize the given product. (1) Given the product [CH3:76][C:64]1[N:65]([CH:68]([CH:70]2[CH2:71][CH2:72][O:73][CH2:74][CH2:75]2)[CH3:69])[C:66]2[C:62]([C:63]=1[C:77]([O:79][CH3:80])=[O:78])=[CH:61][CH:60]=[C:59]([B:14]1[O:15][C:16]([CH3:21])([CH3:22])[C:17]([CH3:19])([CH3:20])[O:18]1)[CH:67]=2, predict the reactants needed to synthesize it. The reactants are: C([O-])(=O)C.[K+].[CH3:21][C:16]1([CH3:22])[C:17]([CH3:20])([CH3:19])[O:18][B:14]([B:14]2[O:18][C:17]([CH3:20])([CH3:19])[C:16]([CH3:22])([CH3:21])[O:15]2)[O:15]1.C1(P(C2CCCCC2)C2C=CC=CC=2C2C(C(C)C)=CC(C(C)C)=CC=2C(C)C)CCCCC1.Cl[C:59]1[CH:67]=[C:66]2[C:62]([C:63]([C:77]([O:79][CH3:80])=[O:78])=[C:64]([CH3:76])[N:65]2[CH:68]([CH:70]2[CH2:75][CH2:74][O:73][CH2:72][CH2:71]2)[CH3:69])=[CH:61][CH:60]=1.N#N. (2) Given the product [CH2:19]([C:8]1[C:7]([CH2:6][CH2:5][NH:4][CH2:1][CH3:2])=[C:15]2[N:10]([C:9]=1[CH2:16][CH3:17])[CH:11]=[CH:12][CH:13]=[CH:14]2)[CH3:20], predict the reactants needed to synthesize it. The reactants are: [C:1]([NH:4][C:5](=O)[CH2:6][C:7]1[C:8]([CH2:19][CH3:20])=[C:9]([C:16](=O)[CH3:17])[N:10]2[C:15]=1[CH:14]=[CH:13][CH:12]=[CH:11]2)(=O)[CH3:2].[H-].[Al+3].[Li+].[H-].[H-].[H-].[C@H](O)(C([O-])=O)[C@@H](O)C([O-])=O.[Na+].[K+]. (3) The reactants are: [I:1][C:2]1[NH:6]C(C(C)C)=[N:4][C:3]=1[CH3:10].[CH:11]([C:13]1([CH3:26])[CH2:18][CH2:17][N:16]([C:19]([O:21][C:22]([CH3:25])([CH3:24])[CH3:23])=[O:20])[CH2:15][CH2:14]1)=O. Given the product [I:1][C:2]1[NH:6][C:11]([C:13]2([CH3:26])[CH2:18][CH2:17][N:16]([C:19]([O:21][C:22]([CH3:25])([CH3:24])[CH3:23])=[O:20])[CH2:15][CH2:14]2)=[N:4][C:3]=1[CH3:10], predict the reactants needed to synthesize it. (4) Given the product [C:37]([O:36][C:34]([N:33]1[C@H:11]2[CH2:10][CH2:9][C@@H:8]1[C@H:7]([C:5]([OH:6])=[O:4])[C@@H:13]([C:14]1[CH:15]=[N:16][C:17]([O:20][CH2:21][CH2:22][O:23][C:24]3[C:29]([Cl:30])=[CH:28][C:27]([CH3:31])=[CH:26][C:25]=3[Cl:32])=[CH:18][CH:19]=1)[CH2:12]2)=[O:35])([CH3:40])([CH3:38])[CH3:39], predict the reactants needed to synthesize it. The reactants are: [OH-].[Na+].C[O:4][C:5]([C@@H:7]1[C@@H:13]([C:14]2[CH:15]=[N:16][C:17]([O:20][CH2:21][CH2:22][O:23][C:24]3[C:29]([Cl:30])=[CH:28][C:27]([CH3:31])=[CH:26][C:25]=3[Cl:32])=[CH:18][CH:19]=2)[CH2:12][C@H:11]2[N:33]([C:34]([O:36][C:37]([CH3:40])([CH3:39])[CH3:38])=[O:35])[C@@H:8]1[CH2:9][CH2:10]2)=[O:6]. (5) Given the product [Cl:1][C:2]([Cl:7])([Cl:6])[CH:3]([C:26]1[CH:25]=[CH:24][C:23]([N:20]2[CH2:21][CH2:22][N:17]([CH3:16])[CH2:18][CH2:19]2)=[CH:30][CH:29]=1)[OH:4], predict the reactants needed to synthesize it. The reactants are: [Cl:1][C:2]([Cl:7])([Cl:6])[C:3](O)=[O:4].ClC(Cl)(Cl)C([O-])=O.[Na+].[CH3:16][N:17]1[CH2:22][CH2:21][N:20]([C:23]2[CH:30]=[CH:29][C:26](C=O)=[CH:25][CH:24]=2)[CH2:19][CH2:18]1. (6) Given the product [CH:20]12[NH:13][CH:16]1[CH2:17][N:18]([C:26]([O:28][C:29]([CH3:32])([CH3:31])[CH3:30])=[O:27])[CH2:19]2, predict the reactants needed to synthesize it. The reactants are: N1C=CC=CC=1C1C=CC=CN=1.[N:13]([C@@H:16]1[C@@H:20](OS(C)(=O)=O)[CH2:19][N:18]([C:26]([O:28][C:29]([CH3:32])([CH3:31])[CH3:30])=[O:27])[CH2:17]1)=[N+]=[N-].[BH4-].[Na+].O.